Dataset: Forward reaction prediction with 1.9M reactions from USPTO patents (1976-2016). Task: Predict the product of the given reaction. (1) Given the reactants [Cl:1][C:2]1[CH:3]=[C:4]2[N:25]=[C:24]([O:26][C@H:27]3[C@H:31]4[O:32][CH2:33][C@@H:34]([OH:35])[C@H:30]4[O:29][CH2:28]3)[N:23]([CH2:36][O:37][CH2:38][CH2:39][Si:40]([CH3:43])([CH3:42])[CH3:41])[C:5]2=[N:6][C:7]=1[C:8]1[CH:13]=[CH:12][C:11](B2OC(C)(C)C(C)(C)O2)=[CH:10][CH:9]=1.[N:44]1([S:48]([CH3:58])(=[O:57])=[N:49][C:50]2[CH:55]=[CH:54][C:53](Br)=[CH:52][CH:51]=2)[CH2:47][CH2:46][CH2:45]1, predict the reaction product. The product is: [N:44]1([S:48](=[N:49][C:50]2[CH:55]=[CH:54][C:53]([C:11]3[CH:12]=[CH:13][C:8]([C:7]4[N:6]=[C:5]5[N:23]([CH2:36][O:37][CH2:38][CH2:39][Si:40]([CH3:42])([CH3:41])[CH3:43])[C:24]([O:26][C@H:27]6[C@H:31]7[O:32][CH2:33][C@@H:34]([OH:35])[C@H:30]7[O:29][CH2:28]6)=[N:25][C:4]5=[CH:3][C:2]=4[Cl:1])=[CH:9][CH:10]=3)=[CH:52][CH:51]=2)([CH3:58])=[O:57])[CH2:45][CH2:46][CH2:47]1. (2) Given the reactants [OH:1][C:2]1[CH:3]=[C:4]([C:8]2[N:9]=[C:10]([N:22]3[CH2:27][CH2:26][O:25][CH2:24][CH2:23]3)[C:11]3[N:16]=[N:15][N:14]([CH2:17][CH2:18][CH2:19][CH:20]=O)[C:12]=3[N:13]=2)[CH:5]=[CH:6][CH:7]=1.[CH3:28][NH:29][CH3:30].[BH3-]C#N.[Na+], predict the reaction product. The product is: [CH3:28][N:29]([CH3:30])[CH2:20][CH2:19][CH2:18][CH2:17][N:14]1[C:12]2[N:13]=[C:8]([C:4]3[CH:3]=[C:2]([OH:1])[CH:7]=[CH:6][CH:5]=3)[N:9]=[C:10]([N:22]3[CH2:23][CH2:24][O:25][CH2:26][CH2:27]3)[C:11]=2[N:16]=[N:15]1. (3) Given the reactants [Cl:1][C:2]1[C:10]2[N:9]=[C:8]([CH2:11][CH3:12])[NH:7][C:6]=2[CH:5]=[CH:4][C:3]=1[C:13]#[N:14].Br[CH2:16][C:17]([O:19][C:20]([CH3:23])([CH3:22])[CH3:21])=[O:18], predict the reaction product. The product is: [Cl:1][C:2]1[C:10]2[N:9]=[C:8]([CH2:11][CH3:12])[N:7]([CH2:16][C:17]([O:19][C:20]([CH3:23])([CH3:22])[CH3:21])=[O:18])[C:6]=2[CH:5]=[CH:4][C:3]=1[C:13]#[N:14]. (4) Given the reactants [C:9](O[C:9]([O:11][C:12]([CH3:15])([CH3:14])[CH3:13])=[O:10])([O:11][C:12]([CH3:15])([CH3:14])[CH3:13])=[O:10].[CH2:16]1C[O:19][CH2:18][CH2:17]1.C([N:23]([CH2:26][CH3:27])CC)C.[CH3:28]COCC, predict the reaction product. The product is: [CH:26]1([N:23]([CH2:16][CH2:17][CH2:18][OH:19])[C:9](=[O:10])[O:11][C:12]([CH3:13])([CH3:14])[CH3:15])[CH2:27][CH2:28]1. (5) Given the reactants [Br:1][C:2]1[CH:7]=[CH:6][C:5](B(O)O)=[C:4]([F:11])[C:3]=1[F:12].Br[C:14]1[CH:15]=[N:16][C:17]([NH2:20])=[N:18][CH:19]=1, predict the reaction product. The product is: [Br:1][C:2]1[CH:7]=[CH:6][C:5]([C:14]2[CH:15]=[N:16][C:17]([NH2:20])=[N:18][CH:19]=2)=[C:4]([F:11])[C:3]=1[F:12]. (6) Given the reactants FC(F)(F)C(O)=O.[CH3:8][NH:9][C@H:10]([C:14]([NH:16][C@H:17]([C:21]([N:23]([C@@H:25]([C@@H:62]([CH3:65])[CH2:63][CH3:64])[C@H:26]([O:60][CH3:61])[CH2:27][C:28]([N:30]1[CH2:34][CH2:33][CH2:32][C@H:31]1[C@H:35]([O:58][CH3:59])[C@@H:36]([CH3:57])[C:37]([NH:39][C@@H:40]([CH2:50][C:51]1[CH:56]=[CH:55][CH:54]=[CH:53][CH:52]=1)[CH2:41][O:42][CH2:43][C:44]1[CH:49]=[CH:48][CH:47]=[CH:46][CH:45]=1)=[O:38])=[O:29])[CH3:24])=[O:22])[CH:18]([CH3:20])[CH3:19])=[O:15])[CH:11]([CH3:13])[CH3:12].[C:66]([OH:72])(=[O:71])[CH2:67][CH2:68][CH:69]=O.C([BH3-])#N.[Na+].Cl, predict the reaction product. The product is: [C:66]([CH2:67][CH2:68][CH2:69][N:9]([CH3:8])[C@H:10]([C:14]([NH:16][C@H:17]([C:21]([N:23]([C@@H:25]([C@@H:62]([CH3:65])[CH2:63][CH3:64])[C@H:26]([O:60][CH3:61])[CH2:27][C:28]([N:30]1[CH2:34][CH2:33][CH2:32][C@H:31]1[C@H:35]([O:58][CH3:59])[C@@H:36]([CH3:57])[C:37]([NH:39][C@@H:40]([CH2:50][C:51]1[CH:56]=[CH:55][CH:54]=[CH:53][CH:52]=1)[CH2:41][O:42][CH2:43][C:44]1[CH:45]=[CH:46][CH:47]=[CH:48][CH:49]=1)=[O:38])=[O:29])[CH3:24])=[O:22])[CH:18]([CH3:19])[CH3:20])=[O:15])[CH:11]([CH3:13])[CH3:12])([OH:72])=[O:71]. (7) Given the reactants Cl.[OH:2][CH:3]1[O:11][C@@H:10]([CH2:12][OH:13])[C@H:8]([OH:9])[C@@H:6]([OH:7])[C@@H:4]1[NH2:5].C([O-])(O)=O.[Na+].F[C:20]1[C:28]2[C:24](=[N:25][O:26][N:27]=2)[C:23]([N+:29]([O-:31])=[O:30])=[CH:22][CH:21]=1, predict the reaction product. The product is: [CH:21]1[CH:22]=[C:23]([N+:29]([O-:31])=[O:30])[C:24]2[C:28](=[N:27][O:26][N:25]=2)[C:20]=1[NH:5][C@@H:4]([C@H:6]([OH:7])[C@@H:8]([OH:9])[C@@H:10]([OH:11])[CH2:12][OH:13])[CH:3]=[O:2]. (8) The product is: [CH3:1][CH:2]1[C:11]2[C:6](=[C:7]([CH3:23])[CH:8]=[C:9]([C:13]([C:15]3[CH:16]=[N:17][N:18]([CH2:21][CH3:22])[C:19]=3[O:20][S:39]([C:36]3[CH:37]=[CH:38][C:33]([CH3:43])=[CH:34][CH:35]=3)(=[O:41])=[O:40])=[O:14])[C:10]=2[CH3:12])[S:5](=[O:25])(=[O:24])[CH2:4][CH2:3]1. Given the reactants [CH3:1][CH:2]1[C:11]2[C:6](=[C:7]([CH3:23])[CH:8]=[C:9]([C:13]([C:15]3[CH:16]=[N:17][N:18]([CH2:21][CH3:22])[C:19]=3[OH:20])=[O:14])[C:10]=2[CH3:12])[S:5](=[O:25])(=[O:24])[CH2:4][CH2:3]1.O.C(=O)([O-])[O-].[K+].[K+].[C:33]1([CH3:43])[CH:38]=[CH:37][C:36]([S:39](Cl)(=[O:41])=[O:40])=[CH:35][CH:34]=1, predict the reaction product.